This data is from Full USPTO retrosynthesis dataset with 1.9M reactions from patents (1976-2016). The task is: Predict the reactants needed to synthesize the given product. Given the product [CH:1]1([CH2:4][O:5][C:9]2[CH:14]=[CH:13][C:12]([N+:15]([O-:17])=[O:16])=[CH:11][CH:10]=2)[CH2:3][CH2:2]1, predict the reactants needed to synthesize it. The reactants are: [CH:1]1([CH2:4][OH:5])[CH2:3][CH2:2]1.[H-].[Na+].F[C:9]1[CH:14]=[CH:13][C:12]([N+:15]([O-:17])=[O:16])=[CH:11][CH:10]=1.[Cl-].[NH4+].